Dataset: Forward reaction prediction with 1.9M reactions from USPTO patents (1976-2016). Task: Predict the product of the given reaction. Given the reactants [F:1][C:2]1[C:3]([NH:22][C:23]2[CH:28]=[CH:27][C:26]([I:29])=[CH:25][C:24]=2[F:30])=[C:4]([CH:12]=[C:13](/[CH:16]=[N:17]/[O:18][CH:19]([CH3:21])[CH3:20])[C:14]=1[F:15])[C:5]([NH:7][O:8][CH2:9][CH2:10][OH:11])=[O:6].ClC(Cl)C(O)=O, predict the reaction product. The product is: [F:1][C:2]1[C:3]([NH:22][C:23]2[CH:28]=[CH:27][C:26]([I:29])=[CH:25][C:24]=2[F:30])=[C:4]([CH:12]=[C:13]([CH2:16][NH:17][O:18][CH:19]([CH3:21])[CH3:20])[C:14]=1[F:15])[C:5]([NH:7][O:8][CH2:9][CH2:10][OH:11])=[O:6].